From a dataset of CYP3A4 inhibition data for predicting drug metabolism from PubChem BioAssay. Regression/Classification. Given a drug SMILES string, predict its absorption, distribution, metabolism, or excretion properties. Task type varies by dataset: regression for continuous measurements (e.g., permeability, clearance, half-life) or binary classification for categorical outcomes (e.g., BBB penetration, CYP inhibition). Dataset: cyp3a4_veith. (1) The compound is CCO[C@H](c1cc(OC)cc([N+](=O)[O-])c1OC)[C@H](C)/C=C\CC(=O)OC. The result is 1 (inhibitor). (2) The drug is CCCc1nc(SCC(=O)Nc2nc3c(s2)CCCC3)c2ccccc2n1. The result is 1 (inhibitor). (3) The compound is c1ccc(-c2nc(-c3cccs3)[nH]c2-c2ccccc2)cc1. The result is 1 (inhibitor).